Dataset: Catalyst prediction with 721,799 reactions and 888 catalyst types from USPTO. Task: Predict which catalyst facilitates the given reaction. (1) Reactant: [Br:1][C:2]1[C:3]([O:8][CH:9]2[CH2:12][CH:11]([NH:13]C(=O)OC(C)(C)C)[CH2:10]2)=[N:4][CH:5]=[CH:6][CH:7]=1.[ClH:21]. Product: [ClH:21].[Br:1][C:2]1[C:3]([O:8][CH:9]2[CH2:10][CH:11]([NH2:13])[CH2:12]2)=[N:4][CH:5]=[CH:6][CH:7]=1. The catalyst class is: 5. (2) Reactant: Cl[C:2]1[CH:7]=[N:6][CH:5]=[C:4]([N:8]2[CH:12]=[C:11]([C:13]#[C:14][C:15]3[CH:20]=[CH:19][N:18]=[C:17]([CH3:21])[CH:16]=3)[N:10]=[C:9]2[CH3:22])[N:3]=1.[CH3:23][O-:24].[Na+]. Product: [CH3:23][O:24][C:2]1[CH:7]=[N:6][CH:5]=[C:4]([N:8]2[CH:12]=[C:11]([C:13]#[C:14][C:15]3[CH:20]=[CH:19][N:18]=[C:17]([CH3:21])[CH:16]=3)[N:10]=[C:9]2[CH3:22])[N:3]=1. The catalyst class is: 5. (3) Reactant: [CH3:1][C:2]1[CH:7]=[C:6]([CH3:8])[CH:5]=[C:4]([CH3:9])[C:3]=1[N:10]=[C:11]=[O:12].[NH2:13][C:14]1[CH:15]=[C:16]([C:35]2[CH:40]=[CH:39][C:38]([F:41])=[C:37]([F:42])[CH:36]=2)[CH:17]=[CH:18][C:19]=1[C:20]([NH:22][C:23]1([C:31]([O:33][CH3:34])=[O:32])[CH2:30][CH2:29][CH2:28][CH2:27][CH2:26][CH2:25][CH2:24]1)=[O:21].CCCCCC.C(OCC)(=O)C. Product: [F:42][C:37]1[CH:36]=[C:35]([C:16]2[CH:17]=[CH:18][C:19]([C:20]([NH:22][C:23]3([C:31]([O:33][CH3:34])=[O:32])[CH2:30][CH2:29][CH2:28][CH2:27][CH2:26][CH2:25][CH2:24]3)=[O:21])=[C:14]([NH:13][C:11]([NH:10][C:3]3[C:2]([CH3:1])=[CH:7][C:6]([CH3:8])=[CH:5][C:4]=3[CH3:9])=[O:12])[CH:15]=2)[CH:40]=[CH:39][C:38]=1[F:41]. The catalyst class is: 17. (4) Reactant: C(OC([N:8]1[CH2:12][C@@H:11]([NH2:13])[C@H:10]([CH2:14][N:15]([C:19](=[O:35])[C:20]2[CH:25]=[CH:24][C:23]([O:26][CH3:27])=[C:22]([O:28][CH2:29][CH2:30][NH:31][C:32](=[O:34])[CH3:33])[CH:21]=2)[CH:16]([CH3:18])[CH3:17])[CH2:9]1)=O)(C)(C)C.[C:36]1([CH2:42][S:43](Cl)(=[O:45])=[O:44])[CH:41]=[CH:40][CH:39]=[CH:38][CH:37]=1.CC#N.O.CC#N. Product: [C:32]([NH:31][CH2:30][CH2:29][O:28][C:22]1[CH:21]=[C:20]([CH:25]=[CH:24][C:23]=1[O:26][CH3:27])[C:19]([N:15]([CH:16]([CH3:17])[CH3:18])[CH2:14][C@H:10]1[C@H:11]([NH:13][S:43]([CH2:42][C:36]2[CH:41]=[CH:40][CH:39]=[CH:38][CH:37]=2)(=[O:45])=[O:44])[CH2:12][NH:8][CH2:9]1)=[O:35])(=[O:34])[CH3:33]. The catalyst class is: 6.